Dataset: Catalyst prediction with 721,799 reactions and 888 catalyst types from USPTO. Task: Predict which catalyst facilitates the given reaction. (1) Reactant: [Cl:1][C:2]1[C:3]([NH:19][CH:20]2[CH2:25][CH2:24][NH:23][CH2:22][CH2:21]2)=[N:4][C:5]([NH:8][C:9]2[CH:10]=[CH:11][C:12]3[C:16]([CH:17]=2)=[N:15][N:14]([CH3:18])[CH:13]=3)=[N:6][CH:7]=1.Cl[C:27]1[N:32]=[N:31][C:30]([C:33]#[N:34])=[CH:29][CH:28]=1.C(N(CC)CC)C. Product: [Cl:1][C:2]1[C:3]([NH:19][CH:20]2[CH2:21][CH2:22][N:23]([C:27]3[N:32]=[N:31][C:30]([C:33]#[N:34])=[CH:29][CH:28]=3)[CH2:24][CH2:25]2)=[N:4][C:5]([NH:8][C:9]2[CH:10]=[CH:11][C:12]3[C:16]([CH:17]=2)=[N:15][N:14]([CH3:18])[CH:13]=3)=[N:6][CH:7]=1. The catalyst class is: 8. (2) Reactant: [CH3:1]/[C:2](/[CH2:10]O)=[CH:3]\[C:4]1[CH:9]=[CH:8][CH:7]=[CH:6][CH:5]=1.C(N(CC)CC)C.CS(Cl)(=O)=O.[N-:24]=[N+:25]=[N-:26].[Na+]. Product: [N:24]([CH2:10][C:2]([CH3:1])=[CH:3][C:4]1[CH:9]=[CH:8][CH:7]=[CH:6][CH:5]=1)=[N+:25]=[N-:26]. The catalyst class is: 2. (3) Product: [CH:2]([N:19]1[CH2:20][CH2:21][N:16]([CH3:15])[CH2:17][CH2:18]1)([C:9]1[CH:14]=[CH:13][CH:12]=[CH:11][CH:10]=1)[C:3]1[CH:8]=[CH:7][CH:6]=[CH:5][CH:4]=1. The catalyst class is: 10. Reactant: Cl[CH:2]([C:9]1[CH:14]=[CH:13][CH:12]=[CH:11][CH:10]=1)[C:3]1[CH:8]=[CH:7][CH:6]=[CH:5][CH:4]=1.[CH3:15][N:16]1[CH2:21][CH2:20][NH:19][CH2:18][CH2:17]1.C(=O)([O-])[O-].[K+].[K+]. (4) Product: [Cl:20][C:21]1[CH:51]=[CH:50][C:24]([C:25]([OH:26])([C:11]2[N:7]([CH3:6])[CH:8]=[N:9][CH:10]=2)[C:27]2[CH:28]=[C:29]3[C:34](=[CH:35][CH:36]=2)[N:33]([CH3:37])[C:32](=[O:38])[CH:31]=[C:30]3[C:39]2[S:40][CH:41]=[C:42]([C:44]3[CH:45]=[CH:46][CH:47]=[CH:48][CH:49]=3)[N:43]=2)=[CH:23][CH:22]=1. Reactant: [Li]CCCC.[CH3:6][N:7]1[CH:11]=[CH:10][N:9]=[CH:8]1.Cl[Si](CC)(CC)CC.[Cl:20][C:21]1[CH:51]=[CH:50][C:24]([C:25]([C:27]2[CH:28]=[C:29]3[C:34](=[CH:35][CH:36]=2)[N:33]([CH3:37])[C:32](=[O:38])[CH:31]=[C:30]3[C:39]2[S:40][CH:41]=[C:42]([C:44]3[CH:49]=[CH:48][CH:47]=[CH:46][CH:45]=3)[N:43]=2)=[O:26])=[CH:23][CH:22]=1. The catalyst class is: 323. (5) Reactant: [CH:1]([O:4][C:5]1[CH:13]=[CH:12][C:11]([S:14]([CH3:17])(=[O:16])=[O:15])=[CH:10][C:6]=1[C:7]([OH:9])=O)([CH3:3])[CH3:2].Cl.[N:19]1([C:25]2[C:29]3[CH:30]=[CH:31][CH:32]=[CH:33][C:28]=3[S:27][N:26]=2)[CH2:24][CH2:23][NH:22][CH2:21][CH2:20]1. Product: [S:27]1[C:28]2[CH:33]=[CH:32][CH:31]=[CH:30][C:29]=2[C:25]([N:19]2[CH2:20][CH2:21][N:22]([C:7]([C:6]3[CH:10]=[C:11]([S:14]([CH3:17])(=[O:16])=[O:15])[CH:12]=[CH:13][C:5]=3[O:4][CH:1]([CH3:2])[CH3:3])=[O:9])[CH2:23][CH2:24]2)=[N:26]1. The catalyst class is: 9.